Dataset: NCI-60 drug combinations with 297,098 pairs across 59 cell lines. Task: Regression. Given two drug SMILES strings and cell line genomic features, predict the synergy score measuring deviation from expected non-interaction effect. (1) Drug 1: CC(CN1CC(=O)NC(=O)C1)N2CC(=O)NC(=O)C2. Drug 2: C1=NC2=C(N=C(N=C2N1C3C(C(C(O3)CO)O)O)F)N. Cell line: SK-MEL-2. Synergy scores: CSS=31.8, Synergy_ZIP=-8.16, Synergy_Bliss=-0.485, Synergy_Loewe=-0.508, Synergy_HSA=-0.211. (2) Drug 1: COC1=C(C=C2C(=C1)N=CN=C2NC3=CC(=C(C=C3)F)Cl)OCCCN4CCOCC4. Drug 2: C1CC(C1)(C(=O)O)C(=O)O.[NH2-].[NH2-].[Pt+2]. Cell line: SK-OV-3. Synergy scores: CSS=50.6, Synergy_ZIP=-4.83, Synergy_Bliss=-2.43, Synergy_Loewe=-7.66, Synergy_HSA=1.84. (3) Drug 1: CC1=C(C(CCC1)(C)C)C=CC(=CC=CC(=CC(=O)O)C)C. Drug 2: CCC1(C2=C(COC1=O)C(=O)N3CC4=CC5=C(C=CC(=C5CN(C)C)O)N=C4C3=C2)O.Cl. Cell line: SNB-19. Synergy scores: CSS=34.8, Synergy_ZIP=0.969, Synergy_Bliss=1.09, Synergy_Loewe=-21.5, Synergy_HSA=1.97. (4) Drug 1: CC1=C2C(C(=O)C3(C(CC4C(C3C(C(C2(C)C)(CC1OC(=O)C(C(C5=CC=CC=C5)NC(=O)OC(C)(C)C)O)O)OC(=O)C6=CC=CC=C6)(CO4)OC(=O)C)OC)C)OC. Drug 2: C(=O)(N)NO. Cell line: HCC-2998. Synergy scores: CSS=31.7, Synergy_ZIP=-10.9, Synergy_Bliss=-15.4, Synergy_Loewe=-26.5, Synergy_HSA=-12.9. (5) Cell line: OVCAR-4. Synergy scores: CSS=14.5, Synergy_ZIP=-8.16, Synergy_Bliss=-6.39, Synergy_Loewe=-9.61, Synergy_HSA=-6.49. Drug 1: C1=NC2=C(N1)C(=S)N=C(N2)N. Drug 2: C1=CN(C(=O)N=C1N)C2C(C(C(O2)CO)O)O.Cl.